This data is from Full USPTO retrosynthesis dataset with 1.9M reactions from patents (1976-2016). The task is: Predict the reactants needed to synthesize the given product. (1) Given the product [I:1][C:2]1[C:3]([O:10][CH3:11])=[C:4]([CH:7]=[CH:8][CH:9]=1)[C:5]([OH:20])=[O:6], predict the reactants needed to synthesize it. The reactants are: [I:1][C:2]1[C:3]([O:10][CH3:11])=[C:4]([CH:7]=[CH:8][CH:9]=1)[CH:5]=[O:6].CC(=C(C)C)C.O.P([O-])([O-])(O)=[O:20].[Na+].[Na+].Cl([O-])=O.[Na+]. (2) Given the product [C:18]([C:5]1[N:4]([CH2:9][C:10](=[O:12])[CH3:11])[N:3]=[C:2]([Br:1])[C:6]=1[Br:7])(=[O:20])[CH3:19], predict the reactants needed to synthesize it. The reactants are: [Br:1][C:2]1[C:6]([Br:7])=[C:5](Br)[N:4]([CH2:9][C:10](=[O:12])[CH3:11])[N:3]=1.C([Sn](CCCC)(CCCC)[C:18]([O:20]CC)=[CH2:19])CCC. (3) Given the product [CH2:1]([O:8][C:9]([N:11]1[CH2:16][CH2:15][CH2:14][C@@H:13]([C:17]([Cl:30])=[O:19])[CH2:12]1)=[O:10])[C:2]1[CH:7]=[CH:6][CH:5]=[CH:4][CH:3]=1, predict the reactants needed to synthesize it. The reactants are: [CH2:1]([O:8][C:9]([N:11]1[CH2:16][CH2:15][CH2:14][C@@H:13]([C:17]([OH:19])=O)[CH2:12]1)=[O:10])[C:2]1[CH:7]=[CH:6][CH:5]=[CH:4][CH:3]=1.CN(C=O)C.CO.C(Cl)(=O)C([Cl:30])=O. (4) Given the product [CH2:19]([O:18][CH2:17][CH2:16][O:15][CH2:14][C:13]1[N:12]=[C:11]([NH2:23])[N:10]=[C:9]([NH2:24])[C:8]=1[C:5]1[CH:6]=[CH:7][C:2]([NH:1][CH2:30][C:29]2[CH:32]=[CH:33][C:26]([Cl:25])=[CH:27][CH:28]=2)=[CH:3][CH:4]=1)[CH2:20][CH2:21][CH3:22], predict the reactants needed to synthesize it. The reactants are: [NH2:1][C:2]1[CH:7]=[CH:6][C:5]([C:8]2[C:9]([NH2:24])=[N:10][C:11]([NH2:23])=[N:12][C:13]=2[CH2:14][O:15][CH2:16][CH2:17][O:18][CH2:19][CH2:20][CH2:21][CH3:22])=[CH:4][CH:3]=1.[Cl:25][C:26]1[CH:33]=[CH:32][C:29]([CH:30]=O)=[CH:28][CH:27]=1.C(O)(=O)C.[BH3-]C#N.[Na+]. (5) Given the product [F:10][C:11]1[CH:16]=[CH:15][CH:14]=[CH:13][C:12]=1[NH:17][C:18]1[O:22][C:21]([C:23]([NH:25][C:26]2[CH:31]=[CH:30][C:29]([N:32]3[CH2:37][CH2:36][N:35]([C:8]([NH:7][C:1]4[CH:6]=[CH:5][CH:4]=[CH:3][CH:2]=4)=[O:9])[CH2:34][CH2:33]3)=[N:28][CH:27]=2)=[O:24])=[N:20][N:19]=1, predict the reactants needed to synthesize it. The reactants are: [C:1]1([N:7]=[C:8]=[O:9])[CH:6]=[CH:5][CH:4]=[CH:3][CH:2]=1.[F:10][C:11]1[CH:16]=[CH:15][CH:14]=[CH:13][C:12]=1[NH:17][C:18]1[O:22][C:21]([C:23]([NH:25][C:26]2[CH:27]=[N:28][C:29]([N:32]3[CH2:37][CH2:36][NH:35][CH2:34][CH2:33]3)=[CH:30][CH:31]=2)=[O:24])=[N:20][N:19]=1. (6) Given the product [CH2:28]([N:17]([C:18](=[O:27])[C:19]1[CH:24]=[CH:23][C:22]([F:25])=[C:21]([F:26])[CH:20]=1)[C:15]1[CH:14]=[CH:13][C:12]2[N:8]([CH2:7][C:6]([OH:38])=[O:5])[C:9]([CH2:35][CH2:36][CH3:37])=[N:10][C:11]=2[CH:16]=1)[C:29]1[CH:34]=[CH:33][CH:32]=[CH:31][CH:30]=1, predict the reactants needed to synthesize it. The reactants are: C([O:5][C:6](=[O:38])[CH2:7][N:8]1[C:12]2[CH:13]=[CH:14][C:15]([N:17]([CH2:28][C:29]3[CH:34]=[CH:33][CH:32]=[CH:31][CH:30]=3)[C:18](=[O:27])[C:19]3[CH:24]=[CH:23][C:22]([F:25])=[C:21]([F:26])[CH:20]=3)=[CH:16][C:11]=2[N:10]=[C:9]1[CH2:35][CH2:36][CH3:37])(C)(C)C.C(O)(C(F)(F)F)=O.